This data is from Forward reaction prediction with 1.9M reactions from USPTO patents (1976-2016). The task is: Predict the product of the given reaction. (1) Given the reactants FC(F)(F)C(O)=O.[Cl:8][C:9]1[CH:14]=[C:13]2[NH:15][C:16](=[O:38])[C:17]3([CH:21]([C:22]4[CH:27]=[CH:26][CH:25]=[C:24]([Cl:28])[C:23]=4[F:29])[CH:20]([C:30](O)=[O:31])[NH:19][CH:18]3[CH2:33][C:34]([CH3:37])([CH3:36])[CH3:35])[C:12]2=[CH:11][CH:10]=1.C(N(C(C)C)CC)(C)C.C1(P(Cl)(C2C=CC=CC=2)=O)C=CC=CC=1.[NH2:63][C:64]1[CH:71]=[CH:70][C:67]([C:68]#[N:69])=[CH:66][C:65]=1[O:72][C:73]([F:76])([F:75])[F:74], predict the reaction product. The product is: [C:68]([C:67]1[CH:70]=[CH:71][C:64]([NH:63][C:30]([CH:20]2[NH:19][CH:18]([CH2:33][C:34]([CH3:36])([CH3:37])[CH3:35])[C:17]3([C:12]4[C:13](=[CH:14][C:9]([Cl:8])=[CH:10][CH:11]=4)[NH:15][C:16]3=[O:38])[CH:21]2[C:22]2[CH:27]=[CH:26][CH:25]=[C:24]([Cl:28])[C:23]=2[F:29])=[O:31])=[C:65]([O:72][C:73]([F:74])([F:75])[F:76])[CH:66]=1)#[N:69]. (2) The product is: [C:1]([O:5][C:6](=[O:7])[NH:8][C@H:9]1[CH2:14][CH2:13][C@H:12]([CH2:15][OH:16])[C@@H:11]([O:19][CH3:20])[CH2:10]1)([CH3:4])([CH3:3])[CH3:2]. Given the reactants [C:1]([O:5][C:6]([NH:8][C@H:9]1[CH2:14][CH2:13][C@H:12]([C:15](OC)=[O:16])[C@@H:11]([O:19][CH3:20])[CH2:10]1)=[O:7])([CH3:4])([CH3:3])[CH3:2].[AlH4-].[Li+], predict the reaction product. (3) Given the reactants [Cl:1][C:2]1[NH:7][C:6](=[O:8])[NH:5][C:4](=[O:9])[CH:3]=1.C([O-])([O-])=O.[K+].[K+].[CH:16]1([CH2:19]Br)[CH2:18][CH2:17]1.[OH-].[Na+], predict the reaction product. The product is: [Cl:1][C:2]1[N:7]([CH2:19][CH:16]2[CH2:18][CH2:17]2)[C:6](=[O:8])[NH:5][C:4](=[O:9])[CH:3]=1. (4) Given the reactants F[C:2]1[C:11]([CH3:12])=[C:10]2[C:5]([CH:6]=[N:7][C:8]([NH:13][C:14]3[CH:22]=[C:21]4[C:17]([CH:18]=[N:19][NH:20]4)=[CH:16][CH:15]=3)=[N:9]2)=[CH:4][CH:3]=1.[N-:23]=[N+]=[N-].[Na+].C1OCCOCCOCCOCCOCCOC1, predict the reaction product. The product is: [NH2:23][C:2]1[C:11]([CH3:12])=[C:10]2[C:5]([CH:6]=[N:7][C:8]([NH:13][C:14]3[CH:22]=[C:21]4[C:17]([CH:18]=[N:19][NH:20]4)=[CH:16][CH:15]=3)=[N:9]2)=[CH:4][CH:3]=1. (5) Given the reactants CCCC[N+](CCCC)(CCCC)CCCC.[F-].[Cl:19][C:20]1[C:21]([C:48]2[CH:53]=[CH:52][C:51]([N:54]3[CH2:58][CH2:57][CH2:56][CH2:55]3)=[CH:50][CH:49]=2)=[CH:22][C:23]2[N:27]=[C:26]([O:28][C:29]3[CH:30]=[CH:31][C:32]([CH3:38])=[C:33]([CH:37]=3)[C:34]([OH:36])=[O:35])[N:25](COCC[Si](C)(C)C)[C:24]=2[CH:47]=1, predict the reaction product. The product is: [Cl:19][C:20]1[C:21]([C:48]2[CH:53]=[CH:52][C:51]([N:54]3[CH2:58][CH2:57][CH2:56][CH2:55]3)=[CH:50][CH:49]=2)=[CH:22][C:23]2[N:27]=[C:26]([O:28][C:29]3[CH:30]=[CH:31][C:32]([CH3:38])=[C:33]([CH:37]=3)[C:34]([OH:36])=[O:35])[NH:25][C:24]=2[CH:47]=1. (6) Given the reactants [CH3:1][O:2][C:3]1[CH:4]=[C:5]2[C:10](=[CH:11][C:12]=1[O:13][CH3:14])[N:9]=[CH:8][CH:7]=[C:6]2[O:15][C:16]1[CH:22]=[CH:21][C:19]([NH2:20])=[C:18]([CH3:23])[C:17]=1[CH3:24].Cl[C:26](Cl)([O:28]C(=O)OC(Cl)(Cl)Cl)Cl.[CH3:37][CH2:38][CH:39]([OH:43])[CH2:40][CH2:41][CH3:42].C(=O)(O)[O-].[Na+], predict the reaction product. The product is: [CH3:1][O:2][C:3]1[CH:4]=[C:5]2[C:10](=[CH:11][C:12]=1[O:13][CH3:14])[N:9]=[CH:8][CH:7]=[C:6]2[O:15][C:16]1[CH:22]=[CH:21][C:19]([NH:20][C:26](=[O:28])[O:43][CH:39]([CH2:38][CH3:37])[CH2:40][CH2:41][CH3:42])=[C:18]([CH3:23])[C:17]=1[CH3:24]. (7) Given the reactants F[C:2]1[CH:7]=[CH:6][C:5]([F:8])=[CH:4][C:3]=1[N+:9]([O-:11])=[O:10].[Cl:12][CH2:13][CH2:14][CH2:15][SH:16].[OH-].[K+], predict the reaction product. The product is: [Cl:12][CH2:13][CH2:14][CH2:15][S:16][C:2]1[CH:7]=[CH:6][C:5]([F:8])=[CH:4][C:3]=1[N+:9]([O-:11])=[O:10]. (8) Given the reactants [N+:1]([C:4]1[CH:9]=[CH:8][N:7]=[C:6]([N:10](C(OC(C)(C)C)=O)[NH:11]C(OC(C)(C)C)=O)[CH:5]=1)([O-:3])=[O:2].[ClH:26], predict the reaction product. The product is: [ClH:26].[ClH:26].[NH:10]([C:6]1[CH:5]=[C:4]([N+:1]([O-:3])=[O:2])[CH:9]=[CH:8][N:7]=1)[NH2:11]. (9) Given the reactants Cl[C:2]1[C:3]([C:12]([O:14]CC)=[O:13])=[N:4][C:5]2[C:10]([N:11]=1)=[CH:9][CH:8]=[CH:7][CH:6]=2.[F:17][C:18]1[CH:23]=[CH:22][C:21]([OH:24])=[C:20]([O:25][CH3:26])[CH:19]=1.C([O-])([O-])=O.[Cs+].[Cs+].O, predict the reaction product. The product is: [F:17][C:18]1[CH:23]=[CH:22][C:21]([O:24][C:2]2[C:3]([C:12]([OH:14])=[O:13])=[N:4][C:5]3[C:10]([N:11]=2)=[CH:9][CH:8]=[CH:7][CH:6]=3)=[C:20]([O:25][CH3:26])[CH:19]=1.